From a dataset of Full USPTO retrosynthesis dataset with 1.9M reactions from patents (1976-2016). Predict the reactants needed to synthesize the given product. Given the product [NH2:1][C:2]1[C:7]([C:8]([O:10][CH3:11])=[O:9])=[C:6]([OH:12])[C:5]([C:28]2[CH:27]=[CH:26][O:25][C:24]=2[CH2:23][CH2:22][O:21][Si:14]([C:17]([CH3:20])([CH3:19])[CH3:18])([CH3:16])[CH3:15])=[CH:4][CH:3]=1, predict the reactants needed to synthesize it. The reactants are: [NH2:1][C:2]1[C:7]([C:8]([O:10][CH3:11])=[O:9])=[C:6]([OH:12])[C:5](Br)=[CH:4][CH:3]=1.[Si:14]([O:21][CH2:22][CH2:23][C:24]1[O:25][CH:26]=[CH:27][C:28]=1B(O)O)([C:17]([CH3:20])([CH3:19])[CH3:18])([CH3:16])[CH3:15].